This data is from Reaction yield outcomes from USPTO patents with 853,638 reactions. The task is: Predict the reaction yield, written as a fraction of the theoretical maximum amount of product (1.0 means a 100% yield; for example, 0.34 means a 34% yield). (1) The reactants are Cl[C:2]1[C:11]2[C:6](=[CH:7][CH:8]=[N:9][CH:10]=2)[C:5](=[O:12])[N:4]([CH3:13])[CH:3]=1.[CH2:14]([S:16]([NH:19][C:20]1[CH:21]=[C:22](B(O)O)[CH:23]=[CH:24][CH:25]=1)(=[O:18])=[O:17])[CH3:15].[O-]P([O-])([O-])=O.[K+].[K+].[K+]. The catalyst is O1CCOCC1.O.C1C=CC(P(C2C=CC=CC=2)[C-]2C=CC=C2)=CC=1.C1C=CC(P(C2C=CC=CC=2)[C-]2C=CC=C2)=CC=1.Cl[Pd]Cl.[Fe+2]. The product is [CH3:13][N:4]1[CH:3]=[C:2]([C:24]2[CH:25]=[C:20]([NH:19][S:16]([CH2:14][CH3:15])(=[O:17])=[O:18])[CH:21]=[CH:22][CH:23]=2)[C:11]2[C:6](=[CH:7][CH:8]=[N:9][CH:10]=2)[C:5]1=[O:12]. The yield is 0.0680. (2) The reactants are [OH:1][C:2]1[CH:9]=[CH:8][C:5]([CH:6]=[O:7])=[CH:4][CH:3]=1.[H-].[Na+].Cl[CH2:13][O:14][CH3:15]. No catalyst specified. The product is [CH3:13][O:14][CH2:15][O:1][C:2]1[CH:9]=[CH:8][C:5]([CH:6]=[O:7])=[CH:4][CH:3]=1. The yield is 0.930.